Task: Predict the reaction yield, written as a fraction of the theoretical maximum amount of product (1.0 means a 100% yield; for example, 0.34 means a 34% yield).. Dataset: Reaction yield outcomes from USPTO patents with 853,638 reactions (1) The yield is 0.950. The reactants are [CH2:1]([O:8][C:9]1[CH:13]=[C:12]([C:14]([O:16][CH2:17][CH3:18])=[O:15])[N:11]([CH2:19][CH2:20][CH2:21][NH:22]C(OC(C)(C)C)=O)[N:10]=1)[C:2]1[CH:7]=[CH:6][CH:5]=[CH:4][CH:3]=1. The product is [CH2:1]([O:8][C:9]1[CH:13]=[C:12]([C:14]([O:16][CH2:17][CH3:18])=[O:15])[N:11]([CH2:19][CH2:20][CH2:21][NH2:22])[N:10]=1)[C:2]1[CH:7]=[CH:6][CH:5]=[CH:4][CH:3]=1. The catalyst is Cl.O1CCOCC1. (2) The reactants are Cl[C:2]1[N:3]=[CH:4][C:5]([C:8]2[N:9]=[C:10]([N:18]3[CH2:23][CH2:22][C@H:21]([NH:24][C:25]([C:27]4[NH:28][C:29]([CH3:34])=[C:30]([Cl:33])[C:31]=4[Cl:32])=[O:26])[C@H:20]([O:35][CH3:36])[CH2:19]3)[S:11][C:12]=2[C:13]([O:15][CH2:16][CH3:17])=[O:14])=[N:6][CH:7]=1.[N:37]12[CH2:44][CH2:43][N:40]([CH2:41][CH2:42]1)[CH2:39][CH:38]2[CH2:45][NH2:46].C(N(CC)C(C)C)(C)C.O. The catalyst is CN1CCCC1=O. The product is [N:37]12[CH2:44][CH2:43][N:40]([CH2:41][CH2:42]1)[CH2:39][CH:38]2[CH2:45][NH:46][C:2]1[N:3]=[CH:4][C:5]([C:8]2[N:9]=[C:10]([N:18]3[CH2:23][CH2:22][C@@H:21]([NH:24][C:25]([C:27]4[NH:28][C:29]([CH3:34])=[C:30]([Cl:33])[C:31]=4[Cl:32])=[O:26])[C@@H:20]([O:35][CH3:36])[CH2:19]3)[S:11][C:12]=2[C:13]([O:15][CH2:16][CH3:17])=[O:14])=[N:6][CH:7]=1. The yield is 0.205. (3) The reactants are [Br:1][C:2]1[CH:21]=[CH:20][C:5]([CH2:6][C:7]2([C:16](OC)=[O:17])[CH2:12][CH2:11][CH:10]([CH:13]([F:15])[F:14])[CH2:9][CH2:8]2)=[C:4](I)[CH:3]=1.N#N.C([Mg]Cl)(C)C.[Cl-].[Li+]. The catalyst is C1COCC1. The product is [Br:1][C:2]1[CH:21]=[C:20]2[C:5]([CH2:6][C:7]3([CH2:8][CH2:9][CH:10]([CH:13]([F:15])[F:14])[CH2:11][CH2:12]3)[C:16]2=[O:17])=[CH:4][CH:3]=1. The yield is 0.240. (4) The reactants are [CH2:1]([C:8]1[CH:20]=[CH:19][C:11]([O:12][CH2:13][C@H:14]2[CH2:18][CH2:17][CH2:16][NH:15]2)=[CH:10][CH:9]=1)[C:2]1[CH:7]=[CH:6][CH:5]=[CH:4][CH:3]=1.Cl.[N:22]1[CH:27]=[CH:26][C:25]([CH2:28]Cl)=[CH:24][CH:23]=1.C(N(CC)CC)C. The catalyst is ClCCl. The product is [CH2:1]([C:8]1[CH:20]=[CH:19][C:11]([O:12][CH2:13][C@H:14]2[CH2:18][CH2:17][CH2:16][N:15]2[CH2:28][C:25]2[CH:26]=[CH:27][N:22]=[CH:23][CH:24]=2)=[CH:10][CH:9]=1)[C:2]1[CH:3]=[CH:4][CH:5]=[CH:6][CH:7]=1. The yield is 0.450. (5) The reactants are [OH:1][C:2]1[CH:11]=[C:10]([OH:12])[CH:9]=[CH:8][C:3]=1[C:4]([O:6][CH3:7])=[O:5].C1(P(C2C=CC=CC=2)C2C=CC=CC=2)C=CC=CC=1.[CH3:32][O:33][CH2:34][CH2:35]O.N(C(OCC)=O)=NC(OCC)=O. The catalyst is C(OCC)(=O)C.O1CCCC1. The product is [OH:1][C:2]1[CH:11]=[C:10]([O:12][CH2:35][CH2:34][O:33][CH3:32])[CH:9]=[CH:8][C:3]=1[C:4]([O:6][CH3:7])=[O:5]. The yield is 0.870.